This data is from Full USPTO retrosynthesis dataset with 1.9M reactions from patents (1976-2016). The task is: Predict the reactants needed to synthesize the given product. (1) Given the product [CH3:42][O:43][C:44](=[O:49])[CH:45]([NH:46][C:15](=[O:17])[CH2:14][C:12]1[S:13][C:9]([C:4]2([CH3:3])[O:5][CH2:6][CH2:7][O:8]2)=[CH:10][CH:11]=1)[CH2:47][OH:48], predict the reactants needed to synthesize it. The reactants are: N#N.[CH3:3][C:4]1([C:9]2[S:13][C:12]([CH2:14][C:15]([OH:17])=O)=[CH:11][CH:10]=2)[O:8][CH2:7][CH2:6][O:5]1.C1C=CC2N(O)N=NC=2C=1.C(Cl)CCl.CCN(C(C)C)C(C)C.Cl.[CH3:42][O:43][C:44](=[O:49])[C@H:45]([CH2:47][OH:48])[NH2:46].[NH4+].[Cl-]. (2) Given the product [NH2:15][C:16]1[CH:17]=[C:18]([CH:32]=[C:33]([CH3:35])[CH:34]=1)[O:19][C:20]1[N:25]=[CH:24][N:23]=[C:22]([NH:26][C:27]([CH:29]2[CH2:31][CH2:30]2)=[O:28])[CH:21]=1, predict the reactants needed to synthesize it. The reactants are: Cl.C(=[N:15][C:16]1[CH:17]=[C:18]([CH:32]=[C:33]([CH3:35])[CH:34]=1)[O:19][C:20]1[N:25]=[CH:24][N:23]=[C:22]([NH:26][C:27]([CH:29]2[CH2:31][CH2:30]2)=[O:28])[CH:21]=1)(C1C=CC=CC=1)C1C=CC=CC=1. (3) Given the product [NH2:8][C:6]1[CH:5]=[CH:4][N:3]=[C:2]([N:12]2[CH2:13][CH2:14][NH:9][C:10](=[O:15])[CH2:11]2)[N:7]=1, predict the reactants needed to synthesize it. The reactants are: Cl[C:2]1[N:7]=[C:6]([NH2:8])[CH:5]=[CH:4][N:3]=1.[NH:9]1[CH2:14][CH2:13][NH:12][CH2:11][C:10]1=[O:15]. (4) Given the product [C:49]1([N:29]([C:23]2[CH:28]=[CH:27][CH:26]=[CH:25][CH:24]=2)[C:30]([C:32]2[C:40]3[C:35](=[CH:36][CH:37]=[CH:38][CH:39]=3)[NH:34][N:33]=2)=[O:31])[CH:54]=[CH:53][CH:52]=[CH:51][CH:50]=1, predict the reactants needed to synthesize it. The reactants are: C(N)CN.CCCC[N+](CCCC)(CCCC)CCCC.[F-].[C:23]1([N:29]([C:49]2[CH:54]=[CH:53][CH:52]=[CH:51][CH:50]=2)[C:30]([C:32]2[N:33](COCC[Si](C)(C)C)[N:34]=[C:35]3[C:40]=2[CH:39]=[CH:38][CH:37]=[CH:36]3)=[O:31])[CH:28]=[CH:27][CH:26]=[CH:25][CH:24]=1.O. (5) Given the product [CH2:16]([N:4]1[CH2:5][CH2:6][N:1]([C:7]2[CH:8]=[CH:9][C:10]([C:13](=[O:15])[CH3:14])=[CH:11][CH:12]=2)[CH2:2][CH2:3]1)[CH2:17][CH3:18], predict the reactants needed to synthesize it. The reactants are: [N:1]1([C:7]2[CH:12]=[CH:11][C:10]([C:13](=[O:15])[CH3:14])=[CH:9][CH:8]=2)[CH2:6][CH2:5][NH:4][CH2:3][CH2:2]1.[CH2:16](Br)[CH2:17][CH3:18].C(N(CC)CC)C. (6) The reactants are: [Cl:1][C:2]1[CH:10]=[CH:9][C:5]([C:6]([OH:8])=[O:7])=[CH:4][C:3]=1[O:11][CH3:12].[Br:13]Br. Given the product [Br:13][C:9]1[CH:10]=[C:2]([Cl:1])[C:3]([O:11][CH3:12])=[CH:4][C:5]=1[C:6]([OH:8])=[O:7], predict the reactants needed to synthesize it. (7) The reactants are: [CH:1]1([C:7]2[CH:12]=[CH:11][CH:10]=[CH:9][CH:8]=2)[CH2:6][CH2:5][CH2:4][CH2:3][CH2:2]1.[OH2:13]. Given the product [C:1]1(=[O:13])[CH2:6][CH2:5][CH2:4][CH2:3][CH2:2]1.[C:1]1([OH:13])[CH:6]=[CH:5][CH:4]=[CH:3][CH:2]=1.[CH3:7][CH:12]1[CH2:8][CH2:9][CH2:10][C:11]1=[O:13], predict the reactants needed to synthesize it. (8) Given the product [CH2:1]([O:8][C:9]1[C:10]([C:25]([OH:27])=[O:26])=[N:11][N:12]2[CH:17]([C:18]3[CH:19]=[CH:20][CH:21]=[CH:22][CH:23]=3)[CH2:16][N:15]([CH3:32])[C:14](=[O:24])[C:13]=12)[C:2]1[CH:3]=[CH:4][CH:5]=[CH:6][CH:7]=1, predict the reactants needed to synthesize it. The reactants are: [CH2:1]([O:8][C:9]1[C:10]([C:25]([O:27]C)=[O:26])=[N:11][N:12]2[CH:17]([C:18]3[CH:23]=[CH:22][CH:21]=[CH:20][CH:19]=3)[CH2:16][NH:15][C:14](=[O:24])[C:13]=12)[C:2]1[CH:7]=[CH:6][CH:5]=[CH:4][CH:3]=1.[H-].[Na+].I[CH3:32]. (9) Given the product [Cl:30][C:31]1[CH:46]=[CH:45][C:34]([C:35]([C:37]2[N:41]([CH3:42])[CH:40]=[C:39]([CH:43]([OH:44])[C:2]3[N:3]=[CH:4][N:5]([C:7]([C:8]4[CH:13]=[CH:12][CH:11]=[CH:10][CH:9]=4)([C:20]4[CH:21]=[CH:22][CH:23]=[CH:24][CH:25]=4)[C:14]4[CH:15]=[CH:16][CH:17]=[CH:18][CH:19]=4)[CH:6]=3)[CH:38]=2)=[O:36])=[CH:33][CH:32]=1, predict the reactants needed to synthesize it. The reactants are: I[C:2]1[N:3]=[CH:4][N:5]([C:7]([C:20]2[CH:25]=[CH:24][CH:23]=[CH:22][CH:21]=2)([C:14]2[CH:19]=[CH:18][CH:17]=[CH:16][CH:15]=2)[C:8]2[CH:13]=[CH:12][CH:11]=[CH:10][CH:9]=2)[CH:6]=1.C([Mg]Br)C.[Cl:30][C:31]1[CH:46]=[CH:45][C:34]([C:35]([C:37]2[N:41]([CH3:42])[CH:40]=[C:39]([CH:43]=[O:44])[CH:38]=2)=[O:36])=[CH:33][CH:32]=1.O.